Dataset: Reaction yield outcomes from USPTO patents with 853,638 reactions. Task: Predict the reaction yield, written as a fraction of the theoretical maximum amount of product (1.0 means a 100% yield; for example, 0.34 means a 34% yield). (1) The yield is 0.510. The catalyst is C(OCC)(=O)C.Cl.C(OCC)(=O)C. The product is [Cl:28][C:23]1[CH:24]=[CH:25][CH:26]=[CH:27][C:22]=1[O:21][CH2:20][C:16]1([CH3:19])[CH2:17][CH2:18][N:13]([CH2:12][C:11]2[C:6](=[O:5])[NH:7][CH:8]=[CH:9][N:10]=2)[CH2:14][CH2:15]1. The reactants are C([O:5][C:6]1[C:11]([CH2:12][N:13]2[CH2:18][CH2:17][C:16]([CH2:20][O:21][C:22]3[CH:27]=[CH:26][CH:25]=[CH:24][C:23]=3[Cl:28])([CH3:19])[CH2:15][CH2:14]2)=[N:10][CH:9]=[CH:8][N:7]=1)(C)(C)C.C(=O)([O-])[O-].[Na+].[Na+]. (2) The reactants are Br[C:2]1[CH:7]=[CH:6][C:5]([C:8]2[N:9]=[C:10]([NH:14][CH2:15][CH:16]3[CH2:18][CH2:17]3)[S:11][C:12]=2[CH3:13])=[CH:4][CH:3]=1.[CH3:19][N:20](C=O)C. The catalyst is ClCCl.C1(P(C2C=CC=CC=2)[C-]2C=CC=C2)C=CC=CC=1.[C-]1(P(C2C=CC=CC=2)C2C=CC=CC=2)C=CC=C1.[Fe+2].[C-]#N.[Zn+2].[C-]#N.C1C=CC(/C=C/C(/C=C/C2C=CC=CC=2)=O)=CC=1.C1C=CC(/C=C/C(/C=C/C2C=CC=CC=2)=O)=CC=1.C1C=CC(/C=C/C(/C=C/C2C=CC=CC=2)=O)=CC=1.[Pd].[Pd]. The product is [CH:16]1([CH2:15][NH:14][C:10]2[S:11][C:12]([CH3:13])=[C:8]([C:5]3[CH:6]=[CH:7][C:2]([C:19]#[N:20])=[CH:3][CH:4]=3)[N:9]=2)[CH2:18][CH2:17]1. The yield is 0.520. (3) The reactants are C1(S([C:10](=[CH:13][C:14]2[CH:19]=[CH:18][N:17]=[C:16]([C:20]3[N:21]=[CH:22][N:23]([CH2:25][C:26]4[CH:31]=[CH:30][CH:29]=[CH:28][C:27]=4[Cl:32])[CH:24]=3)[CH:15]=2)[C:11]#[N:12])(=O)=O)C=CC=CC=1.[N-:33]=[N+:34]=[N-:35].[Na+].Cl.[OH-].[Na+]. The catalyst is CN(C=O)C. The product is [Cl:32][C:27]1[CH:28]=[CH:29][CH:30]=[CH:31][C:26]=1[CH2:25][N:23]1[CH:24]=[C:20]([C:16]2[CH:15]=[C:14]([C:13]3[N:33]=[N:34][NH:35][C:10]=3[C:11]#[N:12])[CH:19]=[CH:18][N:17]=2)[N:21]=[CH:22]1. The yield is 0.390.